From a dataset of Reaction yield outcomes from USPTO patents with 853,638 reactions. Predict the reaction yield, written as a fraction of the theoretical maximum amount of product (1.0 means a 100% yield; for example, 0.34 means a 34% yield). (1) The reactants are [Br:1][C:2]1[C:3]([O:11][CH2:12][CH3:13])=[CH:4][C:5](F)=[C:6]([CH:9]=1)[C:7]#[N:8].[CH3:14][NH:15][CH3:16]. The catalyst is O1CCOCC1. The product is [Br:1][C:2]1[C:3]([O:11][CH2:12][CH3:13])=[CH:4][C:5]([N:15]([CH3:16])[CH3:14])=[C:6]([CH:9]=1)[C:7]#[N:8]. The yield is 0.880. (2) The reactants are [N+:1]([CH2:4][CH2:5][C:6]1[CH:11]=[CH:10][C:9]([O:12][C:13]2[CH:18]=[CH:17][CH:16]=[CH:15][CH:14]=2)=[CH:8][N:7]=1)([O-])=[O:2].CO.C[O-].[Li+].C(=O)(O)[O-].[Na+].C(Cl)[Cl:30]. The catalyst is [Ti](Cl)(Cl)(Cl)Cl.C(OCC)(=O)C. The product is [O:12]([C:9]1[CH:10]=[CH:11][C:6]([CH2:5][C:4]([Cl:30])=[N:1][OH:2])=[N:7][CH:8]=1)[C:13]1[CH:18]=[CH:17][CH:16]=[CH:15][CH:14]=1. The yield is 0.690. (3) The reactants are [CH2:1]([CH:4]([C:10]([O-])=O)[C:5]([O:7][CH2:8][CH3:9])=[O:6])[CH2:2][CH3:3].N1CCCCC1.C=O. The product is [CH2:1]([C:4](=[CH2:10])[C:5]([O:7][CH2:8][CH3:9])=[O:6])[CH2:2][CH3:3]. The catalyst is CCO. The yield is 0.490. (4) The yield is 0.860. The catalyst is C(Cl)Cl. The product is [Cl:1][C:2]1[CH:3]=[C:4]([NH:10][C:11]2[CH:20]=[CH:19][C:14]([CH2:15][OH:16])=[CH:13][N:12]=2)[C:5](=[O:9])[N:6]([CH3:8])[N:7]=1. The reactants are [Cl:1][C:2]1[CH:3]=[C:4]([NH:10][C:11]2[CH:20]=[CH:19][C:14]([C:15](OC)=[O:16])=[CH:13][N:12]=2)[C:5](=[O:9])[N:6]([CH3:8])[N:7]=1.CC(C[AlH]CC(C)C)C.